Dataset: Full USPTO retrosynthesis dataset with 1.9M reactions from patents (1976-2016). Task: Predict the reactants needed to synthesize the given product. (1) Given the product [CH3:12][O:13][C:14]([CH:16]1[CH:20]([C@@H:21]([CH3:31])[CH2:22][O:23][Si:24]([C:27]([CH3:30])([CH3:29])[CH3:28])([CH3:25])[CH3:26])[CH2:19][N:18]([C:9]([O:8][CH2:1][C:2]2[CH:7]=[CH:6][CH:5]=[CH:4][CH:3]=2)=[O:10])[CH2:17]1)=[O:15], predict the reactants needed to synthesize it. The reactants are: [CH2:1]([O:8][C:9](Cl)=[O:10])[C:2]1[CH:7]=[CH:6][CH:5]=[CH:4][CH:3]=1.[CH3:12][O:13][C:14]([CH:16]1[CH:20]([C@@H:21]([CH3:31])[CH2:22][O:23][Si:24]([C:27]([CH3:30])([CH3:29])[CH3:28])([CH3:26])[CH3:25])[CH2:19][N:18](CC2C=CC=CC=2)[CH2:17]1)=[O:15].O.C(=O)(O)[O-].[Na+]. (2) Given the product [CH3:22][C:21]([NH:20][C:11]1[N:10]=[C:9]([Cl:43])[C:8]([C:5]2[CH:6]=[CH:7][C:2]([F:1])=[CH:3][CH:4]=2)=[C:13]([C:14]2[CH:19]=[CH:18][N:17]=[CH:16][CH:15]=2)[N:12]=1)([C:23]1[CH:28]=[CH:27][CH:26]=[CH:25][CH:24]=1)[CH3:29], predict the reactants needed to synthesize it. The reactants are: [F:1][C:2]1[CH:7]=[CH:6][C:5]([C:8]2[C:9](=O)[N:10](C)[C:11]([NH:20][C:21]([CH3:29])([C:23]3[CH:28]=[CH:27][CH:26]=[CH:25][CH:24]=3)[CH3:22])=[N:12][C:13]=2[C:14]2[CH:19]=[CH:18][N:17]=[CH:16][CH:15]=2)=[CH:4][CH:3]=1.C(N(C(C)C)CC)(C)C.P(Cl)(Cl)([Cl:43])=O. (3) Given the product [Cl:1][C:2]1[N:3]=[C:4]([NH:12][C:13]2[CH:18]=[CH:17][C:16]([CH2:19][C:20]#[N:21])=[CH:15][CH:14]=2)[C:5]2[CH:10]=[CH:9][NH:8][C:6]=2[N:7]=1, predict the reactants needed to synthesize it. The reactants are: [Cl:1][C:2]1[N:3]=[C:4](Cl)[C:5]2[CH:10]=[CH:9][NH:8][C:6]=2[N:7]=1.[NH2:12][C:13]1[CH:18]=[CH:17][C:16]([CH2:19][C:20]#[N:21])=[CH:15][CH:14]=1.